This data is from Reaction yield outcomes from USPTO patents with 853,638 reactions. The task is: Predict the reaction yield, written as a fraction of the theoretical maximum amount of product (1.0 means a 100% yield; for example, 0.34 means a 34% yield). (1) The reactants are [S:1]1[CH2:5][CH2:4][N:3]([C:6]([N:8]2[CH2:13][CH:12]([C:14]3[CH:19]=[CH:18][C:17]([C:20]([F:23])([F:22])[F:21])=[CH:16][CH:15]=3)[CH2:11][CH:10]([C:24](O)=[O:25])[CH2:9]2)=[O:7])[CH2:2]1.O[N:28]=[C:29]([NH2:34])[CH2:30][CH2:31][O:32][CH3:33]. No catalyst specified. The product is [CH3:33][O:32][CH2:31][CH2:30][C:29]1[N:34]=[C:24]([CH:10]2[CH2:11][CH:12]([C:14]3[CH:19]=[CH:18][C:17]([C:20]([F:22])([F:21])[F:23])=[CH:16][CH:15]=3)[CH2:13][N:8]([C:6]([N:3]3[CH2:4][CH2:5][S:1][CH2:2]3)=[O:7])[CH2:9]2)[O:25][N:28]=1. The yield is 0.240. (2) The reactants are Cl.[CH2:2]([C:4]1[S:24][C:7]2[N:8]=[C:9]([S:18][CH2:19][C:20]([O:22][CH3:23])=[O:21])[N:10]=[C:11]([N:12]3[CH2:17][CH2:16][NH:15][CH2:14][CH2:13]3)[C:6]=2[CH:5]=1)[CH3:3].C(N(C(C)C)CC)(C)C.[NH2:34][C:35]([C:37]1[CH:45]=[CH:44][C:40]([C:41](O)=[O:42])=[CH:39][CH:38]=1)=[O:36].CN(C(ON1N=NC2C=CC=NC1=2)=[N+](C)C)C.F[P-](F)(F)(F)(F)F. The catalyst is C1COCC1.CN1C(=O)CCC1. The product is [NH2:34][C:35]([C:37]1[CH:45]=[CH:44][C:40]([C:41]([N:15]2[CH2:16][CH2:17][N:12]([C:11]3[C:6]4[CH:5]=[C:4]([CH2:2][CH3:3])[S:24][C:7]=4[N:8]=[C:9]([S:18][CH2:19][C:20]([O:22][CH3:23])=[O:21])[N:10]=3)[CH2:13][CH2:14]2)=[O:42])=[CH:39][CH:38]=1)=[O:36]. The yield is 0.320. (3) The reactants are [C:1]([O:5][C:6]([N:8]1[CH2:13][C:12](=[O:14])[N:11]([C:15]2[CH:20]=[CH:19][C:18]([O:21][CH2:22][C:23]3[CH:28]=[CH:27][CH:26]=[CH:25][CH:24]=3)=[CH:17][CH:16]=2)[C@@H:10]([CH2:29][OH:30])[CH2:9]1)=[O:7])([CH3:4])([CH3:3])[CH3:2].C(N(CC)CC)C.[F:38][C:39]([F:52])([F:51])[S:40](O[S:40]([C:39]([F:52])([F:51])[F:38])(=[O:42])=[O:41])(=[O:42])=[O:41].O. The catalyst is ClCCl. The product is [C:1]([O:5][C:6]([N:8]1[CH2:9][C@H:10]([CH2:29][O:30][S:40]([C:39]([F:52])([F:51])[F:38])(=[O:42])=[O:41])[N:11]([C:15]2[CH:20]=[CH:19][C:18]([O:21][CH2:22][C:23]3[CH:28]=[CH:27][CH:26]=[CH:25][CH:24]=3)=[CH:17][CH:16]=2)[C:12](=[O:14])[CH2:13]1)=[O:7])([CH3:4])([CH3:3])[CH3:2]. The yield is 0.909. (4) The reactants are [CH:1]1[CH:10]=[C:9]([OH:11])[CH:8]=[C:7]2[C:2]=1[CH:3]1[O:14][C:13]3[CH:15]=[CH:16][CH:17]=[CH:18][C:12]=3[CH:4]1[CH2:5][O:6]2.[H-].[Na+].[CH2:21](Br)[CH:22]=[CH2:23].Cl. The catalyst is CN(C=O)C.O. The product is [CH2:23]([O:11][C:9]1[CH:8]=[C:7]2[C:2]([CH:3]3[O:14][C:13]4[CH:15]=[CH:16][CH:17]=[CH:18][C:12]=4[CH:4]3[CH2:5][O:6]2)=[CH:1][CH:10]=1)[CH:22]=[CH2:21]. The yield is 0.500.